Dataset: Full USPTO retrosynthesis dataset with 1.9M reactions from patents (1976-2016). Task: Predict the reactants needed to synthesize the given product. (1) Given the product [CH2:24]([C:21]1[CH:22]=[N:23][C:18]([N:15]2[CH2:14][CH2:13][CH:12]([N:7]3[C:8]4[C:4](=[CH:3][C:2]([C:34]5[CH:41]=[CH:40][C:37]([C:38]#[N:39])=[CH:36][CH:35]=5)=[C:10]([F:11])[CH:9]=4)[CH:5]=[CH:6]3)[CH2:17][CH2:16]2)=[N:19][CH:20]=1)[CH3:25], predict the reactants needed to synthesize it. The reactants are: Br[C:2]1[CH:3]=[C:4]2[C:8](=[CH:9][C:10]=1[F:11])[N:7]([CH:12]1[CH2:17][CH2:16][N:15]([C:18]3[N:23]=[CH:22][C:21]([CH2:24][CH3:25])=[CH:20][N:19]=3)[CH2:14][CH2:13]1)[CH:6]=[CH:5]2.CC1(C)C(C)(C)OB([C:34]2[CH:41]=[CH:40][C:37]([C:38]#[N:39])=[CH:36][CH:35]=2)O1. (2) Given the product [CH3:1][C:2]1[N:12]=[C:11]2[N:6]([CH2:7][CH2:8][CH2:9][CH:10]2[OH:13])[C:4](=[O:5])[C:3]=1[CH2:14][CH2:15][N:16]1[CH2:21][CH2:20][CH:19]([C:22]2[C:23]3[CH:24]=[CH:25][C:26]([F:31])=[CH:27][C:28]=3[O:29][N:30]=2)[CH2:18][CH2:17]1.[ClH:32], predict the reactants needed to synthesize it. The reactants are: [CH3:1][C:2]1[N:12]=[C:11]2[N:6]([CH2:7][CH2:8][CH2:9][CH:10]2[OH:13])[C:4](=[O:5])[C:3]=1[CH2:14][CH2:15][N:16]1[CH2:21][CH2:20][CH:19]([C:22]2[C:23]3[CH:24]=[CH:25][C:26]([F:31])=[CH:27][C:28]=3[O:29][N:30]=2)[CH2:18][CH2:17]1.[ClH:32]. (3) Given the product [F:1][C:2]1[CH:7]=[CH:6][CH:5]=[CH:4][C:3]=1[C:8]1[CH:13]=[CH:12][CH:11]=[C:10]([NH2:14])[C:9]=1[NH2:15], predict the reactants needed to synthesize it. The reactants are: [F:1][C:2]1[CH:7]=[CH:6][CH:5]=[CH:4][C:3]=1[C:8]1[CH:13]=[CH:12][CH:11]=[C:10]([NH2:14])[C:9]=1[N+:15]([O-])=O. (4) Given the product [OH:17][C:18]([C:30]1[S:31][CH:32]=[CH:33][CH:34]=1)([C:35]1[S:36][CH:37]=[CH:38][CH:39]=1)[C:19]([O:21][C@H:22]1[CH2:23][CH2:24][C@H:25]([N:28]([CH2:2][CH2:3][CH2:4][N:5]2[C:9]3[CH:10]=[CH:11][C:12]([CH:14]=[O:15])=[CH:13][C:8]=3[NH:7][C:6]2=[O:16])[CH3:29])[CH2:26][CH2:27]1)=[O:20], predict the reactants needed to synthesize it. The reactants are: Br[CH2:2][CH2:3][CH2:4][N:5]1[C:9]2[CH:10]=[CH:11][C:12]([CH:14]=[O:15])=[CH:13][C:8]=2[NH:7][C:6]1=[O:16].[OH:17][C:18]([C:35]1[S:36][CH:37]=[CH:38][CH:39]=1)([C:30]1[S:31][CH:32]=[CH:33][CH:34]=1)[C:19]([O:21][C@H:22]1[CH2:27][CH2:26][C@H:25]([NH:28][CH3:29])[CH2:24][CH2:23]1)=[O:20].C(N(CC)CC)C. (5) Given the product [Cl-:20].[CH3:60][C:1]1([CH3:2])[C:10]2=[C:9]3[C:14](=[CH:13][CH:12]=[CH:11]2)[CH2:15][CH2:6][CH2:7][N:8]3/[C:19]/1=[CH:18]/[CH:22]=[CH:21]/[CH:26]=[CH:58]/[C:47]1[C:46]([CH2:45][CH2:44][CH2:43][CH2:42][CH2:41][CH2:40][OH:39])([CH3:59])[C:55]2[C:50]3=[C:51]([CH2:56][CH2:57][NH+:49]3[CH:48]=1)[CH:52]=[CH:53][CH:54]=2, predict the reactants needed to synthesize it. The reactants are: [C:1]([O-])(=O)[CH3:2].C[C:6]1[C:15](C)(C)[C:14]2[C:9]3=[C:10]([CH2:18][CH2:19][NH+:8]3[CH:7]=1)[CH:11]=[CH:12][CH:13]=2.[ClH:20].[C:21]1(N=CCC=NC2C=CC=CC=2)[CH:26]=CC=C[CH:22]=1.[Cl-].[OH:39][CH2:40][CH2:41][CH2:42][CH2:43][CH2:44][CH2:45][C:46]1([CH3:59])[C:55]2[C:50]3=[C:51]([CH2:56][CH2:57][NH+:49]3[CH:48]=[C:47]1[CH3:58])[CH:52]=[CH:53][CH:54]=2.[CH2:60](N(CC)CC)C. (6) The reactants are: ClCCl.[CH3:4][N:5]=[C:6]=[S:7].[Cl:8][C:9]1[CH:14]=[CH:13][C:12]([CH:15]([C:37]2[CH:42]=[CH:41][C:40]([Cl:43])=[CH:39][CH:38]=2)[N:16]2[CH2:19][C:18](=[CH:20][S:21]([CH2:24][C:25]3[CH:26]=[C:27]([N:31]4[CH2:36][CH2:35][NH:34][CH2:33][CH2:32]4)[CH:28]=[CH:29][CH:30]=3)(=[O:23])=[O:22])[CH2:17]2)=[CH:11][CH:10]=1. Given the product [CH3:4][NH:5][C:6]([N:34]1[CH2:35][CH2:36][N:31]([C:27]2[CH:28]=[CH:29][CH:30]=[C:25]([CH2:24][S:21]([CH:20]=[C:18]3[CH2:17][N:16]([CH:15]([C:12]4[CH:11]=[CH:10][C:9]([Cl:8])=[CH:14][CH:13]=4)[C:37]4[CH:42]=[CH:41][C:40]([Cl:43])=[CH:39][CH:38]=4)[CH2:19]3)(=[O:22])=[O:23])[CH:26]=2)[CH2:32][CH2:33]1)=[S:7], predict the reactants needed to synthesize it.